From a dataset of Peptide-MHC class II binding affinity with 134,281 pairs from IEDB. Regression. Given a peptide amino acid sequence and an MHC pseudo amino acid sequence, predict their binding affinity value. This is MHC class II binding data. The peptide sequence is IVLASAALGPLIEGN. The MHC is DRB5_0101 with pseudo-sequence DRB5_0101. The binding affinity (normalized) is 0.